Predict the product of the given reaction. From a dataset of Forward reaction prediction with 1.9M reactions from USPTO patents (1976-2016). Given the reactants [NH:1]1[C:5]2[CH:6]=[CH:7][CH:8]=[CH:9][C:4]=2[NH:3][C:2]1=[C:10]([C:23]([C:25]1[CH:30]=[CH:29][CH:28]=[C:27]([F:31])[CH:26]=1)=[O:24])[C:11]([C:13]1[CH:18]=[CH:17][CH:16]=[C:15]([CH:19]([OH:22])[CH2:20][OH:21])[CH:14]=1)=[O:12].[C:32]([O-])([O-])([O:34][CH3:35])[CH3:33].C1(C)C=CC(S([O-])(=O)=O)=CC=1.[NH+]1C=CC=CC=1, predict the reaction product. The product is: [NH:1]1[C:5]2[CH:6]=[CH:7][CH:8]=[CH:9][C:4]=2[NH:3][C:2]1=[C:10]([C:11]([C:13]1[CH:18]=[CH:17][CH:16]=[C:15]([CH:19]2[CH2:20][O:21][C:32]([O:34][CH3:35])([CH3:33])[O:22]2)[CH:14]=1)=[O:12])[C:23]([C:25]1[CH:30]=[CH:29][CH:28]=[C:27]([F:31])[CH:26]=1)=[O:24].